From a dataset of Reaction yield outcomes from USPTO patents with 853,638 reactions. Predict the reaction yield, written as a fraction of the theoretical maximum amount of product (1.0 means a 100% yield; for example, 0.34 means a 34% yield). (1) The reactants are Cl[CH2:2][CH:3]1[CH:7]([CH3:8])[O:6][C:5](=[O:9])[O:4]1.[F:10][C:11]1[CH:12]=[C:13]([NH:22][C:23]([C@@H:25]2[N:34]([C:35]([C@@H:37]3[CH2:40][C@H:39]([C:41]([OH:43])=[O:42])[CH2:38]3)=[O:36])[CH2:33][CH2:32][C:31]3[N:30]=[C:29]([O:44][CH3:45])[CH:28]=[CH:27][C:26]2=3)=[O:24])[CH:14]=[C:15]2[C:19]=1[C:18]([CH3:21])([CH3:20])[CH2:17][CH2:16]2.C(=O)([O-])[O-].[K+].[K+].O. The catalyst is CN(C=O)C. The product is [F:10][C:11]1[CH:12]=[C:13]([NH:22][C:23]([C@@H:25]2[N:34]([C:35]([C@@H:37]3[CH2:40][C@H:39]([C:41]([O:43][CH2:2][C:3]4[O:4][C:5](=[O:9])[O:6][C:7]=4[CH3:8])=[O:42])[CH2:38]3)=[O:36])[CH2:33][CH2:32][C:31]3[N:30]=[C:29]([O:44][CH3:45])[CH:28]=[CH:27][C:26]2=3)=[O:24])[CH:14]=[C:15]2[C:19]=1[C:18]([CH3:20])([CH3:21])[CH2:17][CH2:16]2. The yield is 0.475. (2) The reactants are [NH2:1][C:2]1[CH:3]=[CH:4][C:5]([O:8][C:9](=[O:18])[N:10]([CH3:17])[C:11]2[CH:16]=[CH:15][CH:14]=[CH:13][CH:12]=2)=[N:6][CH:7]=1.C1C=C(O[C:26](OC2N=CC=CC=2)=[S:27])N=CC=1.[NH2:35][C:36]([CH3:40])([CH3:39])[CH2:37][OH:38]. The catalyst is ClCCl. The product is [OH:38][CH2:37][C:36]([NH:35][C:26](=[S:27])[NH:1][C:2]1[CH:3]=[CH:4][C:5]([O:8][C:9](=[O:18])[N:10]([CH3:17])[C:11]2[CH:16]=[CH:15][CH:14]=[CH:13][CH:12]=2)=[N:6][CH:7]=1)([CH3:40])[CH3:39]. The yield is 0.810. (3) The reactants are [Cl-].O[NH3+:3].[C:4](=[O:7])([O-])[OH:5].[Na+].CS(C)=O.[O:13]=[C:14]1[C:19]([CH2:20][C:21]2[CH:26]=[CH:25][C:24]([C:27]3[C:28]([C:33]#[N:34])=[CH:29][CH:30]=[CH:31][CH:32]=3)=[CH:23][CH:22]=2)=[C:18]([CH2:35][CH2:36][CH3:37])[N:17]2[N:38]=[CH:39][N:40]=[C:16]2[N:15]1[CH2:41][CH2:42][CH3:43]. The catalyst is C(OCC)(=O)C. The product is [O:7]=[C:4]1[O:5][N:3]=[C:33]([C:28]2[CH:29]=[CH:30][CH:31]=[CH:32][C:27]=2[C:24]2[CH:23]=[CH:22][C:21]([CH2:20][C:19]3[C:14](=[O:13])[N:15]([CH2:41][CH2:42][CH3:43])[C:16]4[N:17]([N:38]=[CH:39][N:40]=4)[C:18]=3[CH2:35][CH2:36][CH3:37])=[CH:26][CH:25]=2)[NH:34]1. The yield is 0.450.